Dataset: Full USPTO retrosynthesis dataset with 1.9M reactions from patents (1976-2016). Task: Predict the reactants needed to synthesize the given product. (1) Given the product [CH3:4][C:3]1[N:5]=[C:27]([C:23]2[S:24][CH:25]=[CH:26][C:22]=2[NH:21][C:19](=[O:20])[CH2:18][C:8]2[C:17]3[C:12](=[CH:13][CH:14]=[CH:15][CH:16]=3)[CH:11]=[CH:10][CH:9]=2)[O:7][N:6]=1, predict the reactants needed to synthesize it. The reactants are: [H-].[Na+].[C:3](=[N:6][OH:7])([NH2:5])[CH3:4].[C:8]1([CH2:18][C:19]([NH:21][C:22]2[CH:26]=[CH:25][S:24][C:23]=2[C:27](OC)=O)=[O:20])[C:17]2[C:12](=[CH:13][CH:14]=[CH:15][CH:16]=2)[CH:11]=[CH:10][CH:9]=1. (2) Given the product [N:14]1[C:15]2[C:20](=[CH:19][CH:18]=[CH:17][CH:16]=2)[CH:11]=[N:12][CH:13]=1, predict the reactants needed to synthesize it. The reactants are: N1C2C(=CC(O[C:11]3[C:20]4[C:15](=[CH:16][C:17](OCCCN5CCN(C(OC(C)(C)C)=O)CC5)=[C:18](OC)[CH:19]=4)[N:14]=[CH:13][N:12]=3)=CN=2)C=C1.FC(F)(F)C(O)=O. (3) Given the product [CH:52]([C:35]1[N:34]([S:31]([C:25]2[CH:30]=[CH:29][CH:28]=[CH:27][CH:26]=2)(=[O:32])=[O:33])[C:38]2=[N:39][CH:40]=[CH:41][C:42]([C:2]3[C:3]([C:9]4[CH:14]=[CH:13][C:12]([NH:15][C:16]([NH:18][C:19]5[CH:24]=[CH:23][CH:22]=[CH:21][CH:20]=5)=[O:17])=[CH:11][CH:10]=4)=[N:4][N:5]([CH2:7][CH3:8])[CH:6]=3)=[C:37]2[CH:36]=1)=[O:53], predict the reactants needed to synthesize it. The reactants are: Br[C:2]1[C:3]([C:9]2[CH:14]=[CH:13][C:12]([NH:15][C:16]([NH:18][C:19]3[CH:24]=[CH:23][CH:22]=[CH:21][CH:20]=3)=[O:17])=[CH:11][CH:10]=2)=[N:4][N:5]([CH2:7][CH3:8])[CH:6]=1.[C:25]1([S:31]([N:34]2[C:38]3=[N:39][CH:40]=[CH:41][C:42](B4OC(C)(C)C(C)(C)O4)=[C:37]3[CH:36]=[C:35]2[CH:52]=[O:53])(=[O:33])=[O:32])[CH:30]=[CH:29][CH:28]=[CH:27][CH:26]=1. (4) Given the product [Cl:45][C:46]1[CH:47]=[C:48]([CH:57]=[CH:58][C:59]=1[F:60])[O:49][C:50]1[N:55]=[CH:54][C:53]([NH:56][C:3](=[O:5])[C:2]([CH3:1])([S:7]([C:10]2[CH:15]=[CH:14][CH:13]=[C:12]([O:16][C:17]([F:20])([F:19])[F:18])[CH:11]=2)(=[O:9])=[O:8])[CH3:6])=[CH:52][CH:51]=1, predict the reactants needed to synthesize it. The reactants are: [CH3:1][C:2]([S:7]([C:10]1[CH:15]=[CH:14][CH:13]=[C:12]([O:16][C:17]([F:20])([F:19])[F:18])[CH:11]=1)(=[O:9])=[O:8])([CH3:6])[C:3]([OH:5])=O.CN(C(ON1N=NC2C=CC=NC1=2)=[N+](C)C)C.F[P-](F)(F)(F)(F)F.[Cl:45][C:46]1[CH:47]=[C:48]([CH:57]=[CH:58][C:59]=1[F:60])[O:49][C:50]1[N:55]=[CH:54][C:53]([NH2:56])=[CH:52][CH:51]=1. (5) Given the product [C:35]([O:39][C:40]([N:42]1[CH2:47][CH2:46][O:45][C:44](/[CH:51]=[CH:52]/[C:2]2[CH:11]=[C:10]3[C:5]([CH:6]=[CH:7][C:8]([C@H:12]([NH:14][C:15]([C@@H:17]4[CH2:22][CH2:21][CH2:20][N:19]([C:23](=[O:34])[C@@H:24]([NH:26][C:27](=[O:33])[C@@H:28]([OH:32])[CH:29]([CH3:30])[CH3:31])[CH3:25])[NH:18]4)=[O:16])[CH3:13])=[N:9]3)=[CH:4][CH:3]=2)([C:48]([OH:50])=[O:49])[CH2:43]1)=[O:41])([CH3:38])([CH3:37])[CH3:36], predict the reactants needed to synthesize it. The reactants are: Br[C:2]1[CH:11]=[C:10]2[C:5]([CH:6]=[CH:7][C:8]([C@H:12]([NH:14][C:15]([C@@H:17]3[CH2:22][CH2:21][CH2:20][N:19]([C:23](=[O:34])[C@@H:24]([NH:26][C:27](=[O:33])[C@@H:28]([OH:32])[CH:29]([CH3:31])[CH3:30])[CH3:25])[NH:18]3)=[O:16])[CH3:13])=[N:9]2)=[CH:4][CH:3]=1.[C:35]([O:39][C:40]([N:42]1[CH2:47][CH2:46][O:45][C:44]([CH:51]=[CH2:52])([C:48]([OH:50])=[O:49])[CH2:43]1)=[O:41])([CH3:38])([CH3:37])[CH3:36].C1(C)C=CC=CC=1P(C1C=CC=CC=1C)C1C=CC=CC=1C.C(N(CC)CC)C. (6) Given the product [Cl:43][C:37]1[CH:38]=[C:39]([Cl:42])[CH:40]=[CH:41][C:36]=1[N:20]1[C:21]([C:23]2[CH:24]=[CH:25][C:26]([O:29][S:30]([CH2:33][CH2:34][CH3:35])(=[O:32])=[O:31])=[CH:27][CH:28]=2)=[CH:22][C:18]([C:16](=[O:15])[NH:2][N:3]2[CH2:8][CH2:7][CH2:6][CH2:5][CH2:4]2)=[N:19]1, predict the reactants needed to synthesize it. The reactants are: Cl.[NH2:2][N:3]1[CH2:8][CH2:7][CH2:6][CH2:5][CH2:4]1.C[Al](C)C.C([O:15][C:16]([C:18]1[CH:22]=[C:21]([C:23]2[CH:28]=[CH:27][C:26]([O:29][S:30]([CH2:33][CH2:34][CH3:35])(=[O:32])=[O:31])=[CH:25][CH:24]=2)[N:20]([C:36]2[CH:41]=[CH:40][C:39]([Cl:42])=[CH:38][C:37]=2[Cl:43])[N:19]=1)=O)C.